Dataset: Catalyst prediction with 721,799 reactions and 888 catalyst types from USPTO. Task: Predict which catalyst facilitates the given reaction. (1) Reactant: [Cl:1][C:2]1[CH:16]=[CH:15][C:5]([C:6]([NH:8][CH2:9][CH2:10][CH2:11][C:12]([OH:14])=[O:13])=[O:7])=[C:4]([OH:17])[CH:3]=1.[OH-].[Na+:19]. Product: [Cl:1][C:2]1[CH:16]=[CH:15][C:5]([C:6]([NH:8][CH2:9][CH2:10][CH2:11][C:12]([O-:14])=[O:13])=[O:7])=[C:4]([OH:17])[CH:3]=1.[Na+:19]. The catalyst class is: 32. (2) Reactant: [F:1][C:2]1[CH:7]=[CH:6][C:5]([CH2:8][S:9]([NH2:12])(=[O:11])=[O:10])=[CH:4][CH:3]=1.[C:13]([C:15]1[C:16]([N:30]2[CH2:35][CH2:34][CH:33]([C:36](O)=[O:37])[CH2:32][CH2:31]2)=[N:17][C:18]([CH3:29])=[C:19]([C:21]([O:23][CH2:24][C:25]([F:28])([F:27])[F:26])=[O:22])[CH:20]=1)#[N:14].CN(C(ON1N=NC2C=CC=CC1=2)=[N+](C)C)C.[B-](F)(F)(F)F.CCN(C(C)C)C(C)C.Cl. Product: [C:13]([C:15]1[C:16]([N:30]2[CH2:31][CH2:32][CH:33]([C:36](=[O:37])[NH:12][S:9]([CH2:8][C:5]3[CH:4]=[CH:3][C:2]([F:1])=[CH:7][CH:6]=3)(=[O:10])=[O:11])[CH2:34][CH2:35]2)=[N:17][C:18]([CH3:29])=[C:19]([CH:20]=1)[C:21]([O:23][CH2:24][C:25]([F:26])([F:27])[F:28])=[O:22])#[N:14]. The catalyst class is: 2. (3) Reactant: O[C:2]1[CH:3]=[CH:4][C:5]2[C:6]3[N:7]([CH2:23][CH2:24][N:25]=3)[C:8]([NH:14][C:15]([C:17]3[CH:18]=N[CH:20]=[N:21][CH:22]=3)=[O:16])=[N:9][C:10]=2[C:11]=1[O:12][CH3:13].[C:26](=O)([O-])[O-].[Cs+].[Cs+].CS([O:36][CH2:37][CH2:38][O:39][CH2:40][CH2:41][NH:42][C:43]([O:45][C:46]([CH3:49])([CH3:48])[CH3:47])=[O:44])(=O)=O.O. Product: [CH3:13][O:12][C:11]1[C:10]2[N:9]=[C:8]([NH:14][C:15]([C:17]3[CH:22]=[N:21][CH:20]=[CH:26][CH:18]=3)=[O:16])[N:7]3[CH2:23][CH2:24][N:25]=[C:6]3[C:5]=2[CH:4]=[CH:3][C:2]=1[O:36][CH2:37][CH2:38][O:39][CH2:40][CH2:41][NH:42][C:43](=[O:44])[O:45][C:46]([CH3:49])([CH3:48])[CH3:47]. The catalyst class is: 9. (4) Reactant: [Cl:1][C:2]1[N:7]=[C:6]([NH:8][C:9]2[CH:18]=[CH:17][C:16]3[C:15]4[C:19]5[NH:26][CH2:25][C@@H:24]([CH3:27])[NH:23][C:22](=[O:28])[C:20]=5[S:21][C:14]=4[CH:13]=[CH:12][C:11]=3[N:10]=2)[C:5]([C:29]([NH:31][CH2:32][C:33]2[CH:38]=[CH:37][C:36]([O:39][CH3:40])=[CH:35][CH:34]=2)=[O:30])=[CH:4][N:3]=1.[C:41](=O)([O-])[O-].[K+].[K+].[I-].[K+].CI. Product: [Cl:1][C:2]1[N:7]=[C:6]([N:8]([CH3:41])[C:9]2[CH:18]=[CH:17][C:16]3[C:15]4[C:19]5[NH:26][CH2:25][C@@H:24]([CH3:27])[NH:23][C:22](=[O:28])[C:20]=5[S:21][C:14]=4[CH:13]=[CH:12][C:11]=3[N:10]=2)[C:5]([C:29]([NH:31][CH2:32][C:33]2[CH:38]=[CH:37][C:36]([O:39][CH3:40])=[CH:35][CH:34]=2)=[O:30])=[CH:4][N:3]=1. The catalyst class is: 9. (5) Reactant: [CH3:1][O:2]/[C:3](=[C:17](/[CH3:23])\[CH:18](OC)[O:19]C)/[C:4]([NH:6][C:7]1[CH:12]=[C:11]([C:13]([F:16])([F:15])[F:14])[CH:10]=[CH:9][N:8]=1)=[O:5].CC(OCC1C2C(=CC=CC=2)C(COC(C)=O)=C2C=1C=CC=C2)=O. Product: [OH:19][CH:18]1[C:17]([CH3:23])=[C:3]([O:2][CH3:1])[C:4](=[O:5])[N:6]1[C:7]1[CH:12]=[C:11]([C:13]([F:16])([F:15])[F:14])[CH:10]=[CH:9][N:8]=1. The catalyst class is: 95. (6) Reactant: [CH2:1]=O.[C:3]1([C@H:9]([N:11]2[C@@H:18]3[C@@H:14]([CH2:15][NH:16][CH2:17]3)[CH2:13][CH2:12]2)[CH3:10])[CH:8]=[CH:7][CH:6]=[CH:5][CH:4]=1.[OH-].[Na+]. Product: [CH3:1][N:16]1[CH2:17][C@@H:18]2[N:11]([C@@H:9]([C:3]3[CH:8]=[CH:7][CH:6]=[CH:5][CH:4]=3)[CH3:10])[CH2:12][CH2:13][C@@H:14]2[CH2:15]1. The catalyst class is: 106.